This data is from Reaction yield outcomes from USPTO patents with 853,638 reactions. The task is: Predict the reaction yield, written as a fraction of the theoretical maximum amount of product (1.0 means a 100% yield; for example, 0.34 means a 34% yield). The reactants are [CH3:1][O:2][C:3]1[CH:8]=[CH:7][C:6]([S:9]([N:12]2[C:20]3[C:15](=[CH:16][C:17]([C:21]#[N:22])=[CH:18][CH:19]=3)[CH:14]=[CH:13]2)(=[O:11])=[O:10])=[CH:5][C:4]=1[N:23]1[CH2:28][CH2:27][NH:26][CH2:25][CH2:24]1.[C:29]([BH3-])#N.[Na+].C=O. The catalyst is CO. The product is [CH3:1][O:2][C:3]1[CH:8]=[CH:7][C:6]([S:9]([N:12]2[C:20]3[C:15](=[CH:16][C:17]([C:21]#[N:22])=[CH:18][CH:19]=3)[CH:14]=[CH:13]2)(=[O:10])=[O:11])=[CH:5][C:4]=1[N:23]1[CH2:28][CH2:27][N:26]([CH3:29])[CH2:25][CH2:24]1. The yield is 0.710.